Dataset: NCI-60 drug combinations with 297,098 pairs across 59 cell lines. Task: Regression. Given two drug SMILES strings and cell line genomic features, predict the synergy score measuring deviation from expected non-interaction effect. (1) Drug 1: C1=CC(=C2C(=C1NCCNCCO)C(=O)C3=C(C=CC(=C3C2=O)O)O)NCCNCCO. Drug 2: C1=NNC2=C1C(=O)NC=N2. Cell line: DU-145. Synergy scores: CSS=67.0, Synergy_ZIP=0.467, Synergy_Bliss=3.60, Synergy_Loewe=-27.1, Synergy_HSA=4.74. (2) Drug 2: C1=NNC2=C1C(=O)NC=N2. Cell line: SK-MEL-5. Drug 1: C1CN1C2=NC(=NC(=N2)N3CC3)N4CC4. Synergy scores: CSS=33.0, Synergy_ZIP=0.0413, Synergy_Bliss=1.41, Synergy_Loewe=-18.0, Synergy_HSA=1.23.